Dataset: Full USPTO retrosynthesis dataset with 1.9M reactions from patents (1976-2016). Task: Predict the reactants needed to synthesize the given product. (1) Given the product [C@H:9]1([NH:8][C:6]2[N:7]=[C:2]([C:24]3[CH:23]=[CH:22][C:21]([OH:35])=[C:20]([O:19][CH3:18])[CH:25]=3)[CH:3]=[N:4][CH:5]=2)[C:17]2[C:12](=[CH:13][CH:14]=[CH:15][CH:16]=2)[CH2:11][CH2:10]1, predict the reactants needed to synthesize it. The reactants are: Cl[C:2]1[N:7]=[C:6]([NH:8][C@H:9]2[C:17]3[C:12](=[CH:13][CH:14]=[CH:15][CH:16]=3)[CH2:11][CH2:10]2)[CH:5]=[N:4][CH:3]=1.[CH3:18][O:19][C:20]1[CH:25]=[C:24](B2OC(C)(C)C(C)(C)O2)[CH:23]=[CH:22][C:21]=1[OH:35]. (2) Given the product [NH2:23][C:22]1[CH:24]=[CH:25][C:19]([C:2]2[C:3]([NH2:10])=[N:4][CH:5]=[CH:6][C:7]=2[O:8][CH3:9])=[CH:20][CH:21]=1, predict the reactants needed to synthesize it. The reactants are: I[C:2]1[C:3]([NH2:10])=[N:4][CH:5]=[CH:6][C:7]=1[O:8][CH3:9].CC1(C)C(C)(C)OB([C:19]2[CH:25]=[CH:24][C:22]([NH2:23])=[CH:21][CH:20]=2)O1.[F-].[Cs+].[Cl-].[NH4+].